From a dataset of Catalyst prediction with 721,799 reactions and 888 catalyst types from USPTO. Predict which catalyst facilitates the given reaction. (1) Reactant: [CH3:1][O:2][CH2:3][C:4]([C:7]1[CH:12]=[CH:11][C:10]([N+:13]([O-])=O)=[CH:9][CH:8]=1)([CH3:6])[CH3:5]. Product: [CH3:1][O:2][CH2:3][C:4]([C:7]1[CH:8]=[CH:9][C:10]([NH2:13])=[CH:11][CH:12]=1)([CH3:6])[CH3:5]. The catalyst class is: 19. (2) Reactant: Cl[C:2]1[C:11]2=[N:12][N:13](CC3C=CC(OC)=CC=3)[CH:14]=[C:10]2[C:9]2[CH:8]=[CH:7][C:6]([O:24][CH3:25])=[CH:5][C:4]=2[N:3]=1.[CH3:26][C:27]1[NH:31][C:30]2[CH:32]=[CH:33][C:34]([NH2:36])=[CH:35][C:29]=2[N:28]=1.Cl. Product: [CH3:25][O:24][C:6]1[CH:7]=[CH:8][C:9]2[C:10]3[C:11](=[N:12][NH:13][CH:14]=3)[C:2]([NH:36][C:34]3[CH:33]=[CH:32][C:30]4[NH:31][C:27]([CH3:26])=[N:28][C:29]=4[CH:35]=3)=[N:3][C:4]=2[CH:5]=1. The catalyst class is: 71.